From a dataset of Forward reaction prediction with 1.9M reactions from USPTO patents (1976-2016). Predict the product of the given reaction. (1) Given the reactants [CH2:1]([O:8][C@H:9]1[C@H:14]([O:15][CH2:16][C:17]2[CH:22]=[CH:21][CH:20]=[CH:19][CH:18]=2)[C@@H:13]([O:23][CH2:24][C:25]2[CH:30]=[CH:29][CH:28]=[CH:27][CH:26]=2)[C@H:12]([C:31]2[CH:36]=[CH:35][C:34]([Cl:37])=[C:33]([CH2:38][C:39]3[S:40][C:41]([C:44]4[O:45][CH:46]=[CH:47][CH:48]=4)=[CH:42][N:43]=3)[CH:32]=2)[O:11][C@@H:10]1[CH2:49][OH:50])[C:2]1[CH:7]=[CH:6][CH:5]=[CH:4][CH:3]=1.CC(OI1(OC(C)=O)(OC(C)=O)OC(=O)C2C=CC=CC1=2)=O, predict the reaction product. The product is: [CH2:1]([O:8][C@H:9]1[C@H:14]([O:15][CH2:16][C:17]2[CH:18]=[CH:19][CH:20]=[CH:21][CH:22]=2)[C@@H:13]([O:23][CH2:24][C:25]2[CH:30]=[CH:29][CH:28]=[CH:27][CH:26]=2)[C@H:12]([C:31]2[CH:36]=[CH:35][C:34]([Cl:37])=[C:33]([CH2:38][C:39]3[S:40][C:41]([C:44]4[O:45][CH:46]=[CH:47][CH:48]=4)=[CH:42][N:43]=3)[CH:32]=2)[O:11][C@@H:10]1[CH:49]=[O:50])[C:2]1[CH:3]=[CH:4][CH:5]=[CH:6][CH:7]=1. (2) The product is: [CH:19]([CH:14]([C:5]1[N:4]([CH3:3])[C:8]([CH3:9])=[CH:7][C:6]=1[C:10]([O:12][CH3:13])=[O:11])[C:15]([O:17][CH3:18])=[O:16])=[O:20]. Given the reactants [H-].[Na+].[CH3:3][N:4]1[C:8]([CH3:9])=[CH:7][C:6]([C:10]([O:12][CH3:13])=[O:11])=[C:5]1[CH2:14][C:15]([O:17][CH3:18])=[O:16].[CH:19](OC)=[O:20].CO, predict the reaction product. (3) Given the reactants [C:1]([NH:8][C:9]1[CH:10]=[N:11][CH:12]=[CH:13][C:14]=1[C:15]1[CH:20]=[CH:19][CH:18]=[CH:17][C:16]=1[CH3:21])(OC(C)(C)C)=O.[H-].[H-].[H-].[H-].[Li+].[Al+3].[O-]S([O-])(=O)=O.[Na+].[Na+], predict the reaction product. The product is: [CH3:1][NH:8][C:9]1[CH:10]=[N:11][CH:12]=[CH:13][C:14]=1[C:15]1[CH:20]=[CH:19][CH:18]=[CH:17][C:16]=1[CH3:21]. (4) Given the reactants O=[C:2]1[C:11]2[C:6](=[CH:7][CH:8]=[CH:9][CH:10]=2)[O:5][CH2:4][CH:3]1[C:12]([O:14][CH2:15][CH3:16])=[O:13], predict the reaction product. The product is: [O:5]1[C:6]2[C:11](=[CH:10][CH:9]=[CH:8][CH:7]=2)[CH2:2][CH:3]([C:12]([O:14][CH2:15][CH3:16])=[O:13])[CH2:4]1. (5) Given the reactants [CH2:1]([NH:3][C:4]1[C:9]([CH2:10][OH:11])=[CH:8][N:7]=[C:6]([NH:12][C:13]2[CH:18]=[CH:17][CH:16]=[CH:15][CH:14]=2)[N:5]=1)[CH3:2], predict the reaction product. The product is: [CH2:1]([NH:3][C:4]1[C:9]([CH:10]=[O:11])=[CH:8][N:7]=[C:6]([NH:12][C:13]2[CH:18]=[CH:17][CH:16]=[CH:15][CH:14]=2)[N:5]=1)[CH3:2]. (6) Given the reactants [CH:1]([N:4]1[C:12]2[CH:11]=[C:10]([C:13]3[CH:14]=[N:15][NH:16][CH:17]=3)[CH:9]=[C:8]([C:18]([O:20]C)=[O:19])[C:7]=2[C:6]([CH3:22])=[N:5]1)([CH3:3])[CH3:2].O[Li].O, predict the reaction product. The product is: [CH:1]([N:4]1[C:12]2[CH:11]=[C:10]([C:13]3[CH:14]=[N:15][NH:16][CH:17]=3)[CH:9]=[C:8]([C:18]([OH:20])=[O:19])[C:7]=2[C:6]([CH3:22])=[N:5]1)([CH3:3])[CH3:2]. (7) Given the reactants [Cl:1][CH2:2][CH2:3][CH2:4][O:5][C:6]1[CH:11]=[CH:10][C:9]([C:12]2[N:13]=[C:14]3[CH:19]=[CH:18][CH:17]=[CH:16][N:15]3[CH:20]=2)=[CH:8][CH:7]=1, predict the reaction product. The product is: [Cl:1][CH2:2][CH2:3][CH2:4][O:5][C:6]1[CH:11]=[CH:10][C:9]([C:12]2[N:13]=[C:14]3[CH2:19][CH2:18][CH2:17][CH2:16][N:15]3[CH:20]=2)=[CH:8][CH:7]=1. (8) Given the reactants NC1C=CC(C(O)=O)=CC=1.C1(C(Cl)=O)CCCCC1.CCN(CC)CC.[OH-].[Na+].[CH:29]1([C:35]([NH:37][C:38]2[CH:47]=[CH:46][C:41]([C:42]([O:44]C)=[O:43])=[CH:40][CH:39]=2)=[O:36])[CH2:34][CH2:33][CH2:32][CH2:31][CH2:30]1, predict the reaction product. The product is: [CH:29]1([C:35]([NH:37][C:38]2[CH:47]=[CH:46][C:41]([C:42]([OH:44])=[O:43])=[CH:40][CH:39]=2)=[O:36])[CH2:30][CH2:31][CH2:32][CH2:33][CH2:34]1. (9) Given the reactants [NH:1]([C:3]1[CH:8]=[C:7]([C:9]2[N:14]=[CH:13][CH:12]=[CH:11][CH:10]=2)[N:6]=[C:5]([C:15]2[CH:20]=[CH:19][CH:18]=[CH:17][N:16]=2)[CH:4]=1)[NH2:2].[N:21]([O-])=O.[Na+], predict the reaction product. The product is: [N:1]([C:3]1[CH:4]=[C:5]([C:15]2[CH:20]=[CH:19][CH:18]=[CH:17][N:16]=2)[N:6]=[C:7]([C:9]2[CH:10]=[CH:11][CH:12]=[CH:13][N:14]=2)[CH:8]=1)=[N+:2]=[N-:21].